This data is from Full USPTO retrosynthesis dataset with 1.9M reactions from patents (1976-2016). The task is: Predict the reactants needed to synthesize the given product. (1) Given the product [Cl:1][C:2]1[CH:7]=[CH:6][C:5]([S:8][C:9]2[N:13]([CH3:14])[C:12]([C:15]3[CH:20]=[CH:19][CH:18]=[CH:17][CH:16]=3)=[N:11][C:10]=2[C:21]2[CH:22]=[CH:23][C:24]([C:25](/[N:27]=[CH:12]/[N:13]([CH3:14])[CH3:9])=[O:26])=[CH:28][CH:29]=2)=[CH:4][CH:3]=1, predict the reactants needed to synthesize it. The reactants are: [Cl:1][C:2]1[CH:7]=[CH:6][C:5]([S:8][C:9]2[N:13]([CH3:14])[C:12]([C:15]3[CH:20]=[CH:19][CH:18]=[CH:17][CH:16]=3)=[N:11][C:10]=2[C:21]2[CH:29]=[CH:28][C:24]([C:25]([NH2:27])=[O:26])=[CH:23][CH:22]=2)=[CH:4][CH:3]=1. (2) Given the product [Br:12][C:13]1[CH:14]=[CH:15][C:16]2[N:17]([CH:19]=[C:20]([C:22]([NH:5][C:4]3[CH:6]=[CH:7][CH:8]=[CH:9][C:3]=3[C:2]([F:10])([F:11])[F:1])=[O:23])[N:21]=2)[CH:18]=1, predict the reactants needed to synthesize it. The reactants are: [F:1][C:2]([F:11])([F:10])[C:3]1[CH:9]=[CH:8][CH:7]=[CH:6][C:4]=1[NH2:5].[Br:12][C:13]1[CH:14]=[CH:15][C:16]2[N:17]([CH:19]=[C:20]([C:22](OCC)=[O:23])[N:21]=2)[CH:18]=1.